Dataset: NCI-60 drug combinations with 297,098 pairs across 59 cell lines. Task: Regression. Given two drug SMILES strings and cell line genomic features, predict the synergy score measuring deviation from expected non-interaction effect. (1) Drug 1: CS(=O)(=O)CCNCC1=CC=C(O1)C2=CC3=C(C=C2)N=CN=C3NC4=CC(=C(C=C4)OCC5=CC(=CC=C5)F)Cl. Drug 2: CS(=O)(=O)OCCCCOS(=O)(=O)C. Cell line: MALME-3M. Synergy scores: CSS=10.6, Synergy_ZIP=-6.29, Synergy_Bliss=-4.61, Synergy_Loewe=-2.64, Synergy_HSA=-1.15. (2) Drug 1: CC(C)(C#N)C1=CC(=CC(=C1)CN2C=NC=N2)C(C)(C)C#N. Drug 2: COC1=C2C(=CC3=C1OC=C3)C=CC(=O)O2. Cell line: MCF7. Synergy scores: CSS=-4.31, Synergy_ZIP=-0.595, Synergy_Bliss=-3.42, Synergy_Loewe=-4.57, Synergy_HSA=-4.55. (3) Drug 1: CC12CCC3C(C1CCC2=O)CC(=C)C4=CC(=O)C=CC34C. Drug 2: CCC(=C(C1=CC=CC=C1)C2=CC=C(C=C2)OCCN(C)C)C3=CC=CC=C3.C(C(=O)O)C(CC(=O)O)(C(=O)O)O. Cell line: OVCAR3. Synergy scores: CSS=38.2, Synergy_ZIP=0.678, Synergy_Bliss=-0.0111, Synergy_Loewe=-0.840, Synergy_HSA=-1.04. (4) Drug 1: C(=O)(N)NO. Drug 2: C1=NNC2=C1C(=O)NC=N2. Cell line: PC-3. Synergy scores: CSS=0.373, Synergy_ZIP=0.510, Synergy_Bliss=-0.508, Synergy_Loewe=-1.65, Synergy_HSA=-1.55.